Dataset: Peptide-MHC class I binding affinity with 185,985 pairs from IEDB/IMGT. Task: Regression. Given a peptide amino acid sequence and an MHC pseudo amino acid sequence, predict their binding affinity value. This is MHC class I binding data. (1) The binding affinity (normalized) is 0.00123. The peptide sequence is AEMKTDAATLA. The MHC is HLA-A30:02 with pseudo-sequence HLA-A30:02. (2) The peptide sequence is AQPAPQAPY. The MHC is HLA-B39:01 with pseudo-sequence HLA-B39:01. The binding affinity (normalized) is 0.213.